From a dataset of Full USPTO retrosynthesis dataset with 1.9M reactions from patents (1976-2016). Predict the reactants needed to synthesize the given product. (1) Given the product [CH2:16]([Si:15]([CH2:20][CH3:21])([CH2:18][CH3:19])[CH2:8][S:7][C:1]1[CH:6]=[CH:5][CH:4]=[CH:3][CH:2]=1)[CH3:17], predict the reactants needed to synthesize it. The reactants are: [C:1]1([S:7][CH3:8])[CH:6]=[CH:5][CH:4]=[CH:3][CH:2]=1.CC([O-])(C)C.[K+].[SiH:15]([CH2:20][CH3:21])([CH2:18][CH3:19])[CH2:16][CH3:17]. (2) The reactants are: [C:1]([C:5]1[CH:10]=[CH:9][C:8]([S:11]([NH:14][C:15]2[CH:20]=[CH:19][C:18]([CH3:21])=[CH:17][CH:16]=2)(=[O:13])=[O:12])=[CH:7][CH:6]=1)([CH3:4])([CH3:3])[CH3:2].Br[CH2:23][C:24]([O:26]C(C)(C)C)=[O:25]. Given the product [C:1]([C:5]1[CH:6]=[CH:7][C:8]([S:11]([N:14]([CH2:23][C:24]([OH:26])=[O:25])[C:15]2[CH:16]=[CH:17][C:18]([CH3:21])=[CH:19][CH:20]=2)(=[O:13])=[O:12])=[CH:9][CH:10]=1)([CH3:4])([CH3:3])[CH3:2], predict the reactants needed to synthesize it. (3) Given the product [CH3:10][C@:11]([C:21]1[CH:26]=[CH:25][CH:24]=[CH:23][CH:22]=1)([CH2:15][CH2:16][C:17]([CH3:20])([CH3:19])[CH3:18])[C:12]([CH:40]([C:41]([O:43][CH2:44][CH3:45])=[O:42])[C:39]([O:47][CH2:48][CH3:49])=[O:46])=[O:14], predict the reactants needed to synthesize it. The reactants are: C1([C@@H](N)C)C=CC=CC=1.[CH3:10][C@:11]([C:21]1[CH:26]=[CH:25][CH:24]=[CH:23][CH:22]=1)([CH2:15][CH2:16][C:17]([CH3:20])([CH3:19])[CH3:18])[C:12]([OH:14])=O.Cl.CN(C)C=O.C(Cl)(=O)C(Cl)=O.[C:39]([O:47][CH2:48][CH3:49])(=[O:46])[CH2:40][C:41]([O:43][CH2:44][CH3:45])=[O:42].[Mg+2].[Cl-].[Cl-].C(N(CC)CC)C. (4) Given the product [CH2:8]([N:10]1[C:5]([CH3:6])=[CH:4][C:3]([CH2:2][CH3:1])=[N:11]1)[CH3:9], predict the reactants needed to synthesize it. The reactants are: [CH3:1][CH2:2][C:3](=O)[C:4]#[C:5][CH3:6].[CH2:8]([NH:10][NH2:11])[CH3:9]. (5) Given the product [Br:1][C:2]1[CH:3]=[C:4]([CH2:9][F:17])[CH:5]=[C:6]([F:8])[CH:7]=1, predict the reactants needed to synthesize it. The reactants are: [Br:1][C:2]1[CH:3]=[C:4]([CH2:9]O)[CH:5]=[C:6]([F:8])[CH:7]=1.CCN(S(F)(F)[F:17])CC.C([O-])(O)=O.[Na+]. (6) Given the product [CH3:13][C@@H:11]1[CH2:12][C@H:10]1[C:8]([NH:7][C:6]1[S:5][N:4]=[C:3]([C:14]2[CH:19]=[CH:18][CH:17]=[CH:16][CH:15]=2)[C:2]=1[CH3:20])=[O:9], predict the reactants needed to synthesize it. The reactants are: Br[C:2]1[C:3]([C:14]2[CH:19]=[CH:18][CH:17]=[CH:16][CH:15]=2)=[N:4][S:5][C:6]=1[NH:7][C:8]([C@@H:10]1[CH2:12][C@H:11]1[CH3:13])=[O:9].[CH2:20]([Li])CCC.CI. (7) Given the product [Cl:1][C:2]1[CH:3]=[C:4]([CH:14]=[CH:15][CH:16]=1)[CH2:5][C:6]1[CH:7]=[C:8]([CH:12]=[O:13])[S:9][C:10]=1[CH3:11], predict the reactants needed to synthesize it. The reactants are: [Cl:1][C:2]1[CH:3]=[C:4]([CH:14]=[CH:15][CH:16]=1)[CH2:5][C:6]1[CH:7]=[C:8]([CH2:12][OH:13])[S:9][C:10]=1[CH3:11]. (8) The reactants are: Br[C:2]1[CH:3]=[C:4]([C@@H:8]([NH:12][C:13](=[O:19])[O:14][C:15]([CH3:18])([CH3:17])[CH3:16])[CH2:9][CH:10]=[CH2:11])[CH:5]=[CH:6][CH:7]=1.[CH3:20][N:21]1[CH:25]=[C:24]([N+:26]([O-:28])=[O:27])[CH:23]=[N:22]1.C12(P(C34CC5CC(CC(C5)C3)C4)CCCC)CC3CC(CC(C3)C1)C2.C(O)(=O)C(C)(C)C.C([O-])([O-])=O.[K+].[K+]. Given the product [C:15]([O:14][C:13](=[O:19])[NH:12][C@H:8]([C:4]1[CH:5]=[CH:6][CH:7]=[C:2]([C:25]2[N:21]([CH3:20])[N:22]=[CH:23][C:24]=2[N+:26]([O-:28])=[O:27])[CH:3]=1)[CH2:9][CH:10]=[CH2:11])([CH3:18])([CH3:17])[CH3:16], predict the reactants needed to synthesize it.